Dataset: Reaction yield outcomes from USPTO patents with 853,638 reactions. Task: Predict the reaction yield, written as a fraction of the theoretical maximum amount of product (1.0 means a 100% yield; for example, 0.34 means a 34% yield). (1) The reactants are [Cl:1][C:2]1[N:7]=[C:6]([Cl:8])[C:5]([CH3:9])=[CH:4][N:3]=1.[NH:10]([CH3:12])[CH3:11].C([O-])(O)=O.[Na+]. The catalyst is C1COCC1. The product is [Cl:1][C:2]1[N:7]=[C:6]([N:10]([CH3:12])[CH3:11])[C:5]([CH3:9])=[CH:4][N:3]=1.[Cl:8][C:6]1[C:5]([CH3:9])=[CH:4][N:3]=[C:2]([N:10]([CH3:12])[CH3:11])[N:7]=1. The yield is 0.940. (2) The reactants are [CH3:1][N:2]1[CH:6]=[C:5]([C:7]2[CH:8]=[CH:9][C:10]3[N:11]([C:13]([S:16][C:17]4[CH:18]=[C:19]5[C:24](=[CH:25][CH:26]=4)[N:23]=[CH:22][C:21]([N:27]4[CH2:32][CH2:31][NH:30][CH2:29][CH2:28]4)=[CH:20]5)=[N:14][N:15]=3)[CH:12]=2)[CH:4]=[N:3]1.[F:33][C:34]([F:38])([F:37])[CH2:35]I.CCN(C(C)C)C(C)C. The catalyst is CN(C=O)C. The product is [CH3:1][N:2]1[CH:6]=[C:5]([C:7]2[CH:8]=[CH:9][C:10]3[N:11]([C:13]([S:16][C:17]4[CH:18]=[C:19]5[C:24](=[CH:25][CH:26]=4)[N:23]=[CH:22][C:21]([N:27]4[CH2:32][CH2:31][N:30]([CH2:35][C:34]([F:38])([F:37])[F:33])[CH2:29][CH2:28]4)=[CH:20]5)=[N:14][N:15]=3)[CH:12]=2)[CH:4]=[N:3]1. The yield is 0.200.